This data is from Reaction yield outcomes from USPTO patents with 853,638 reactions. The task is: Predict the reaction yield, written as a fraction of the theoretical maximum amount of product (1.0 means a 100% yield; for example, 0.34 means a 34% yield). (1) The reactants are [Br:1][C:2]1[CH:3]=[C:4]([CH:7]=[CH:8][C:9]=1OC)[C:5]#[N:6].B.C1C[O:16][CH2:15]C1.CO. The catalyst is C1COCC1. The product is [Br:1][C:2]1[CH:3]=[C:4]([CH:7]=[CH:8][CH:9]=1)[CH2:5][NH:6][O:16][CH3:15]. The yield is 0.640. (2) The product is [C:12]([O:16][C:17](=[O:18])[NH:19][C@@H:20]([C:31]1[CH:32]=[CH:33][CH:34]=[CH:35][CH:36]=1)[C:21]([N:23]1[CH2:27][CH2:26][CH2:25][C@@H:24]1[C:28](=[O:29])[NH:11][C:9]1[N:8]=[C:6]2[N:5]([CH:10]=1)[CH:4]=[C:3]([Br:2])[S:7]2)=[O:22])([CH3:15])([CH3:13])[CH3:14]. The yield is 0.180. The reactants are Cl.[Br:2][C:3]1[S:7][C:6]2=[N:8][C:9]([NH2:11])=[CH:10][N:5]2[CH:4]=1.[C:12]([O:16][C:17]([NH:19][C@H:20]([C:31]1[CH:36]=[CH:35][CH:34]=[CH:33][CH:32]=1)[C:21]([N:23]1[CH2:27][CH2:26][CH2:25][C@H:24]1[C:28](O)=[O:29])=[O:22])=[O:18])([CH3:15])([CH3:14])[CH3:13].CN(C(ON1N=NC2C=CC=NC1=2)=[N+](C)C)C.F[P-](F)(F)(F)(F)F. The catalyst is CN(C)C=O.